This data is from Full USPTO retrosynthesis dataset with 1.9M reactions from patents (1976-2016). The task is: Predict the reactants needed to synthesize the given product. (1) Given the product [C:2]1([CH:8]2[CH2:9][CH2:10][N:11]([CH2:14][C:15]3[S:19][C:18]([NH:20][C:27](=[O:29])[CH3:28])=[N:17][CH:16]=3)[CH2:12][CH2:13]2)[CH:3]=[CH:4][CH:5]=[CH:6][CH:7]=1, predict the reactants needed to synthesize it. The reactants are: Cl.[C:2]1([CH:8]2[CH2:13][CH2:12][N:11]([CH2:14][C:15]3[S:19][C:18]([NH2:20])=[N:17][CH:16]=3)[CH2:10][CH2:9]2)[CH:7]=[CH:6][CH:5]=[CH:4][CH:3]=1.N1C=CC=CC=1.[C:27](Cl)(=[O:29])[CH3:28]. (2) Given the product [F:28][C@@H:2]1[CH2:6][N:5]([C:7]([O:9][C:10]([CH3:13])([CH3:12])[CH3:11])=[O:8])[C@H:4]([C:14]([O:16][CH3:17])=[O:15])[CH2:3]1, predict the reactants needed to synthesize it. The reactants are: O[C@H:2]1[CH2:6][N:5]([C:7]([O:9][C:10]([CH3:13])([CH3:12])[CH3:11])=[O:8])[C@@H:4]([C:14]([O:16][CH3:17])=[O:15])[CH2:3]1.COCCN(S(F)(F)[F:28])CCOC.